This data is from Forward reaction prediction with 1.9M reactions from USPTO patents (1976-2016). The task is: Predict the product of the given reaction. (1) Given the reactants C[O:2][C:3]1[CH:4]=[C:5]2[C:10](=[CH:11][CH:12]=1)[C:9](=[O:13])[N:8]([C:14]1[CH:19]=[CH:18][C:17]([O:20]C)=[CH:16][CH:15]=1)[CH:7]=[C:6]2[C:22]1[CH:27]=[CH:26][CH:25]=[CH:24][CH:23]=1.C(Cl)Cl.B(Br)(Br)Br, predict the reaction product. The product is: [OH:2][C:3]1[CH:4]=[C:5]2[C:10](=[CH:11][CH:12]=1)[C:9](=[O:13])[N:8]([C:14]1[CH:15]=[CH:16][C:17]([OH:20])=[CH:18][CH:19]=1)[CH:7]=[C:6]2[C:22]1[CH:27]=[CH:26][CH:25]=[CH:24][CH:23]=1. (2) Given the reactants C([O:3][C:4]1[CH:9]=[C:8]([Br:10])[CH:7]=[CH:6][C:5]=1[O:11][CH2:12][C@H:13]1[CH2:15][O:14]1)=O.[OH-].[K+], predict the reaction product. The product is: [Br:10][C:8]1[CH:7]=[CH:6][C:5]2[O:11][CH2:12][C@H:13]([CH2:15][OH:14])[O:3][C:4]=2[CH:9]=1. (3) The product is: [CH:11]([C:7]1[CH:8]=[CH:9][CH:10]=[C:4]([CH:1]([CH3:3])[CH3:2])[C:5]=1[N:6]=[N+:18]=[N-:19])([CH3:13])[CH3:12]. Given the reactants [CH:1]([C:4]1[CH:10]=[CH:9][CH:8]=[C:7]([CH:11]([CH3:13])[CH3:12])[C:5]=1[NH2:6])([CH3:3])[CH3:2].[Si]([N:18]=[N+:19]=[N-])(C)(C)C, predict the reaction product. (4) Given the reactants C1[O:18][CH2:17][CH2:16]OCCOCCOCCOCCOC1.COC(CP(=O)(OCC(F)(F)F)OCC(F)(F)F)=O.C[Si]([N-][Si](C)(C)C)(C)C.[K+].[NH2:48][C:49]1[C:54]([CH:55]=O)=[C:53]([C:57]2[CH:62]=[CH:61][CH:60]=[CH:59][C:58]=2[F:63])[N:52]=[C:51]([S:64][CH3:65])[N:50]=1.[NH4+].[Cl-], predict the reaction product. The product is: [F:63][C:58]1[CH:59]=[CH:60][CH:61]=[CH:62][C:57]=1[C:53]1[C:54]2[CH:55]=[CH:16][C:17](=[O:18])[NH:48][C:49]=2[N:50]=[C:51]([S:64][CH3:65])[N:52]=1. (5) The product is: [CH2:8]([O:7][C:1]1[N:18]([C:15]2[CH:16]=[CH:17][C:12]([Br:11])=[CH:13][CH:14]=2)[N:19]=[CH:3][CH:2]=1)[CH3:9]. Given the reactants [C:1]([O:7][CH2:8][CH3:9])(=O)[CH2:2][C:3](C)=O.Cl.[Br:11][C:12]1[CH:17]=[CH:16][C:15]([NH:18][NH2:19])=[CH:14][CH:13]=1, predict the reaction product.